Dataset: Retrosynthesis with 50K atom-mapped reactions and 10 reaction types from USPTO. Task: Predict the reactants needed to synthesize the given product. (1) Given the product CCCNC(=O)c1ccccc1Nc1nc(Cl)ncc1Cl, predict the reactants needed to synthesize it. The reactants are: CCCNC(=O)c1ccccc1N.Clc1ncc(Cl)c(Cl)n1. (2) The reactants are: CC(C)(C)OC(=O)CNC(=O)C1=C(O)c2ccc(-c3ccccc3)cc2C(C)(C)C1=O. Given the product CC1(C)C(=O)C(C(=O)NCC(=O)O)=C(O)c2ccc(-c3ccccc3)cc21, predict the reactants needed to synthesize it. (3) Given the product C=CC(=O)OC=CCCCCCCCCC, predict the reactants needed to synthesize it. The reactants are: C=CC(=O)Cl.CCCCCCCCCC=CO. (4) Given the product Cc1cc(C#N)c(N[C@H]2CCCC[C@@H]2NC(=O)OC(C)(C)C)cc1Cl, predict the reactants needed to synthesize it. The reactants are: CC(C)(C)OC(=O)N[C@H]1CCCC[C@@H]1Nc1cc(Cl)c(Br)cc1C#N.O=C([O-])[O-].